Dataset: Forward reaction prediction with 1.9M reactions from USPTO patents (1976-2016). Task: Predict the product of the given reaction. (1) Given the reactants C(C(CCCC)CO[C:6](=O)[CH2:7][CH2:8][S:9][C:10]1[CH:11]=[C:12]2[C:17](=[CH:18][CH:19]=1)[N:16]1[CH:20]=[CH:21][N:22]=[C:15]1[CH:14]=[CH:13]2)C.FC1[N:34]=[C:33]([C:35]2([C:41]#[N:42])[CH2:40][CH2:39][O:38][CH2:37][CH2:36]2)[CH:32]=CC=1, predict the reaction product. The product is: [CH:20]1[N:16]2[C:17]3[C:12]([CH:13]=[CH:14][C:15]2=[N:22][CH:21]=1)=[CH:11][C:10]([S:9][C:8]1[N:34]=[C:33]([C:35]2([C:41]#[N:42])[CH2:40][CH2:39][O:38][CH2:37][CH2:36]2)[CH:32]=[CH:6][CH:7]=1)=[CH:19][CH:18]=3. (2) The product is: [CH2:19]([N:21]1[CH2:26][CH2:25][N:24]([C:2]2[CH:9]=[CH:8][C:5]([C:6]#[N:7])=[CH:4][N:3]=2)[CH2:23][CH2:22]1)[CH3:20]. Given the reactants Cl[C:2]1[CH:9]=[CH:8][C:5]([C:6]#[N:7])=[CH:4][N:3]=1.C(N(CC)C(C)C)(C)C.[CH2:19]([N:21]1[CH2:26][CH2:25][NH:24][CH2:23][CH2:22]1)[CH3:20].C([O-])([O-])=O.[Na+].[Na+], predict the reaction product. (3) Given the reactants C(N[C@H](C(O)=O)CSCC1C=CC=CC=1)(OC(C)(C)C)=O.C[N:23]([CH2:25][CH2:26][NH2:27])C.[C:28]([NH:35][C@@H:36]([C:46]([OH:48])=O)[CH2:37][O:38][CH2:39][C:40]1[CH:45]=[CH:44][CH:43]=[CH:42][CH:41]=1)([O:30][C:31]([CH3:34])([CH3:33])[CH3:32])=[O:29].C(N)CN, predict the reaction product. The product is: [NH2:23][CH2:25][CH2:26][NH:27][C:46](=[O:48])[C@H:36]([NH:35][C:28]([O:30][C:31]([CH3:32])([CH3:33])[CH3:34])=[O:29])[CH2:37][O:38][CH2:39][C:40]1[CH:41]=[CH:42][CH:43]=[CH:44][CH:45]=1. (4) Given the reactants [CH2:1]([O:3][C:4]([C:6]1[N:7]=[C:8](Br)[C:9]2[N:10]([CH3:20])[C:11]3[C:16]([C:17]=2[C:18]=1[OH:19])=[CH:15][CH:14]=[CH:13][CH:12]=3)=[O:5])[CH3:2].C([Sn](CCCC)(CCCC)[C:27]1[CH:32]=[CH:31][CH:30]=[CH:29][CH:28]=1)CCC, predict the reaction product. The product is: [CH2:1]([O:3][C:4]([C:6]1[N:7]=[C:8]([C:27]2[CH:32]=[CH:31][CH:30]=[CH:29][CH:28]=2)[C:9]2[N:10]([CH3:20])[C:11]3[C:16]([C:17]=2[C:18]=1[OH:19])=[CH:15][CH:14]=[CH:13][CH:12]=3)=[O:5])[CH3:2].